Task: Predict the reactants needed to synthesize the given product.. Dataset: Full USPTO retrosynthesis dataset with 1.9M reactions from patents (1976-2016) (1) Given the product [F:22][C:23]([F:34])([F:33])[C:24]([N:11]1[CH2:10][CH2:9][C:8]2[CH:14]=[C:4]([O:3][CH3:2])[CH:5]=[CH:6][C:7]=2[CH2:13][CH2:12]1)=[O:25], predict the reactants needed to synthesize it. The reactants are: Cl.[CH3:2][O:3][C:4]1[CH:5]=[CH:6][C:7]2[CH2:13][CH2:12][NH:11][CH2:10][CH2:9][C:8]=2[CH:14]=1.C(N(CC)CC)C.[F:22][C:23]([F:34])([F:33])[C:24](O[C:24](=[O:25])[C:23]([F:34])([F:33])[F:22])=[O:25]. (2) The reactants are: Cl[CH2:2][CH2:3][CH2:4][O:5][C:6]1[CH:7]=[C:8]([C:12](=[O:14])[CH3:13])[CH:9]=[CH:10][CH:11]=1.[CH3:15][CH:16]([CH3:32])[C:17]([NH:19][C:20]1[CH:25]=[CH:24][CH:23]=[C:22]([CH:26]2[CH2:31][CH2:30][NH:29][CH2:28][CH2:27]2)[CH:21]=1)=[O:18]. Given the product [C:12]([C:8]1[CH:7]=[C:6]([CH:11]=[CH:10][CH:9]=1)[O:5][CH2:4][CH2:3][CH2:2][N:29]1[CH2:30][CH2:31][CH:26]([C:22]2[CH:21]=[C:20]([NH:19][C:17](=[O:18])[CH:16]([CH3:15])[CH3:32])[CH:25]=[CH:24][CH:23]=2)[CH2:27][CH2:28]1)(=[O:14])[CH3:13], predict the reactants needed to synthesize it. (3) The reactants are: [CH2:1]([O:3][C:4]([C:6]1[NH:7][C:8](I)=[N:9][C:10]=1[CH3:11])=[O:5])[CH3:2].[N:13]1C=CC=C[CH:14]=1. Given the product [CH2:1]([O:3][C:4]([C:6]1[NH:7][C:8]([C:14]#[N:13])=[N:9][C:10]=1[CH3:11])=[O:5])[CH3:2], predict the reactants needed to synthesize it. (4) Given the product [OH:19][CH2:11][CH:12]([N:1]1[CH:5]=[C:4]([C:6]([O:8][CH2:9][CH3:10])=[O:7])[CH:3]=[N:2]1)[C:13]1[CH:18]=[CH:17][CH:16]=[CH:15][CH:14]=1, predict the reactants needed to synthesize it. The reactants are: [NH:1]1[CH:5]=[C:4]([C:6]([O:8][CH2:9][CH3:10])=[O:7])[CH:3]=[N:2]1.[CH2:11]1[O:19][CH:12]1[C:13]1[CH:18]=[CH:17][CH:16]=[CH:15][CH:14]=1.